From a dataset of Forward reaction prediction with 1.9M reactions from USPTO patents (1976-2016). Predict the product of the given reaction. (1) Given the reactants [OH:1][CH2:2][CH2:3][C@H:4]1[CH2:9][CH2:8][C@H:7]([CH:10]([NH:14][C:15](=[O:21])[O:16][C:17]([CH3:20])([CH3:19])[CH3:18])[CH2:11][CH:12]=[O:13])[CH2:6][CH2:5]1.[C:22](OC(=O)C)(=[O:24])[CH3:23], predict the reaction product. The product is: [C:22]([O:1][CH2:2][CH2:3][C@H:4]1[CH2:5][CH2:6][C@H:7]([CH:10]([NH:14][C:15]([O:16][C:17]([CH3:18])([CH3:20])[CH3:19])=[O:21])[CH2:11][CH:12]=[O:13])[CH2:8][CH2:9]1)(=[O:24])[CH3:23]. (2) Given the reactants [C:1]1([C:7]2[N:12]=[C:11]([CH2:13][O:14]CC3C=CC=CC=3)[CH:10]=[CH:9][N:8]=2)[CH:6]=[CH:5][CH:4]=[CH:3][CH:2]=1.B(Br)(Br)Br, predict the reaction product. The product is: [C:1]1([C:7]2[N:12]=[C:11]([CH2:13][OH:14])[CH:10]=[CH:9][N:8]=2)[CH:2]=[CH:3][CH:4]=[CH:5][CH:6]=1. (3) Given the reactants Cl[C:2]1[N:11]=[C:10]([NH:12][CH2:13][CH:14]([C:20]2[CH:25]=[CH:24][CH:23]=[CH:22][N:21]=2)[C:15]2[NH:16][CH:17]=[CH:18][CH:19]=2)[C:9]2[C:4](=[CH:5][CH:6]=[CH:7][CH:8]=2)[N:3]=1.[N:26]1[CH:27]=[CH:28][N:29]2[CH:34]=[C:33](B(O)O)[CH:32]=[CH:31][C:30]=12.C(NC1C2C(=CC=CC=2)N=C(C2SC3C=CC=CC=3C=2)N=1)(C1C=CC=CC=1)C1C=CC=CC=1, predict the reaction product. The product is: [N:26]1[CH:27]=[CH:28][N:29]2[CH:34]=[C:33]([C:2]3[N:11]=[C:10]([NH:12][CH2:13][CH:14]([C:20]4[CH:25]=[CH:24][CH:23]=[CH:22][N:21]=4)[C:15]4[NH:16][CH:17]=[CH:18][CH:19]=4)[C:9]4[C:4](=[CH:5][CH:6]=[CH:7][CH:8]=4)[N:3]=3)[CH:32]=[CH:31][C:30]=12. (4) Given the reactants [C:1]([O:5][C:6](=[O:20])[NH:7][C:8]1[CH:13]=[C:12]([CH3:14])[C:11]([C:15]([F:18])([F:17])[F:16])=[CH:10][C:9]=1[NH2:19])([CH3:4])([CH3:3])[CH3:2].C([O:25][C:26](=O)[CH2:27][C:28]([C:30]1[CH:35]=[CH:34][CH:33]=[C:32]([C:36]2[CH:37]=[N:38][CH:39]=[CH:40][C:41]=2[CH3:42])[CH:31]=1)=[O:29])(C)(C)C, predict the reaction product. The product is: [C:1]([O:5][C:6](=[O:20])[NH:7][C:8]1[CH:13]=[C:12]([CH3:14])[C:11]([C:15]([F:18])([F:17])[F:16])=[CH:10][C:9]=1[NH:19][C:26](=[O:25])[CH2:27][C:28]([C:30]1[CH:35]=[CH:34][CH:33]=[C:32]([C:36]2[CH:37]=[N:38][CH:39]=[CH:40][C:41]=2[CH3:42])[CH:31]=1)=[O:29])([CH3:4])([CH3:2])[CH3:3]. (5) The product is: [CH:10]1([C:8]2[N:7]([CH3:13])[C:6]3[CH:14]=[C:2]([N:17]4[CH:18]=[CH:19][C:20]([C:22]([O:24][CH3:25])=[O:23])=[CH:21][C:16]4=[O:15])[CH:3]=[CH:4][C:5]=3[N:9]=2)[CH2:12][CH2:11]1. Given the reactants Br[C:2]1[CH:3]=[CH:4][C:5]2[N:9]=[C:8]([CH:10]3[CH2:12][CH2:11]3)[N:7]([CH3:13])[C:6]=2[CH:14]=1.[O:15]=[C:16]1[CH:21]=[C:20]([C:22]([O:24][CH3:25])=[O:23])[CH:19]=[CH:18][NH:17]1.C(=O)([O-])[O-].[K+].[K+].CN[C@@H]1CCCC[C@H]1NC, predict the reaction product.